From a dataset of Catalyst prediction with 721,799 reactions and 888 catalyst types from USPTO. Predict which catalyst facilitates the given reaction. (1) Reactant: [F:1][C:2]1[C:7]([NH2:8])=[CH:6][CH:5]=[C:4]([F:9])[C:3]=1[NH:10][C:11]1[C:16]([C:17]2[N:25]=[CH:24][N:23]=[C:22]3[C:18]=2[N:19]=[CH:20][N:21]3[CH:26]2[CH2:31][CH2:30][CH2:29][CH2:28][O:27]2)=[CH:15][CH:14]=[CH:13][N:12]=1.[O:32]1[CH:36]=[CH:35][C:34]([S:37](Cl)(=[O:39])=[O:38])=[CH:33]1.N1C=CC=CC=1. Product: [F:1][C:2]1[C:3]([NH:10][C:11]2[C:16]([C:17]3[N:25]=[CH:24][N:23]=[C:22]4[C:18]=3[N:19]=[CH:20][N:21]4[CH:26]3[CH2:31][CH2:30][CH2:29][CH2:28][O:27]3)=[CH:15][CH:14]=[CH:13][N:12]=2)=[C:4]([F:9])[CH:5]=[CH:6][C:7]=1[NH:8][S:37]([C:34]1[CH:35]=[CH:36][O:32][CH:33]=1)(=[O:39])=[O:38]. The catalyst class is: 4. (2) Reactant: [C:1]([O:5][C:6]([N:8]1[CH:12]=[C:11]([CH2:13]Br)[CH:10]=[N:9]1)=[O:7])([CH3:4])([CH3:3])[CH3:2].[C-:15]#[N:16].[K+].O. Product: [C:1]([O:5][C:6]([N:8]1[CH:12]=[C:11]([CH2:13][C:15]#[N:16])[CH:10]=[N:9]1)=[O:7])([CH3:4])([CH3:3])[CH3:2]. The catalyst class is: 16. (3) Product: [NH2:21][CH2:20][CH2:19][O:18][C:17]1[CH:22]=[CH:23][C:14]([C:2]2([OH:1])[CH2:6][CH2:5][CH2:4][CH:3]2[NH:7][S:8]([CH:11]([CH3:12])[CH3:13])(=[O:10])=[O:9])=[CH:15][CH:16]=1. Reactant: [OH:1][C:2]1([C:14]2[CH:23]=[CH:22][C:17]([O:18][CH2:19][C:20]#[N:21])=[CH:16][CH:15]=2)[CH2:6][CH2:5][CH2:4][CH:3]1[NH:7][S:8]([CH:11]([CH3:13])[CH3:12])(=[O:10])=[O:9].C1COCC1.CO. The catalyst class is: 1. (4) Reactant: [OH:1][C:2]1[N:6]([CH3:7])[N:5]=[C:4]([C:8]([F:11])([F:10])[F:9])[CH:3]=1.[CH2:12]=[O:13].C(#N)C.[CH2:17](Br)[C:18]1[CH:23]=[CH:22][CH:21]=[CH:20][CH:19]=1. Product: [CH2:17]([O:1][C:2]1[N:6]([CH3:7])[N:5]=[C:4]([C:8]([F:11])([F:10])[F:9])[C:3]=1[CH2:12][OH:13])[C:18]1[CH:23]=[CH:22][CH:21]=[CH:20][CH:19]=1. The catalyst class is: 500. (5) Reactant: [CH:1]1[C:11]2[CH2:10][C:9]3([CH2:15][CH2:14][CH:13]([N:16]4[CH2:20][CH2:19][C:18]([CH3:25])([C:21]([O:23]C)=[O:22])[CH2:17]4)[CH2:12]3)[C:8]3[CH:26]=[CH:27][CH:28]=[CH:29][C:7]=3[CH2:6][C:5]=2[CH:4]=[CH:3][CH:2]=1.[OH-].[K+]. Product: [CH:1]1[C:11]2[CH2:10][C:9]3([CH2:15][CH2:14][CH:13]([N:16]4[CH2:20][CH2:19][C:18]([CH3:25])([C:21]([OH:23])=[O:22])[CH2:17]4)[CH2:12]3)[C:8]3[CH:26]=[CH:27][CH:28]=[CH:29][C:7]=3[CH2:6][C:5]=2[CH:4]=[CH:3][CH:2]=1. The catalyst class is: 24. (6) Reactant: [CH3:1][C:2]1[CH:7]=[C:6]([N+:8]([O-])=O)[C:5]([O:11][CH3:12])=[CH:4][C:3]=1[C:13]1[CH:18]=[CH:17][N:16]=[CH:15][CH:14]=1. The catalyst class is: 513. Product: [CH3:1][C:2]1[C:3]([C:13]2[CH:18]=[CH:17][N:16]=[CH:15][CH:14]=2)=[CH:4][C:5]([O:11][CH3:12])=[C:6]([CH:7]=1)[NH2:8]. (7) Reactant: CS(O[CH2:6][CH2:7][CH2:8][C@@:9]1([C:25]2[CH:30]=[CH:29][C:28]([F:31])=[CH:27][CH:26]=2)[O:14][C:13](=[O:15])[N:12]([C@H:16]([C:18]2[CH:23]=[CH:22][CH:21]=[C:20]([Br:24])[CH:19]=2)[CH3:17])[CH2:11][CH2:10]1)(=O)=O.C([O-])([O-])=O.[K+].[K+].[CH3:38][S:39]([NH2:42])(=[O:41])=[O:40]. Product: [Br:24][C:20]1[CH:19]=[C:18]([C@@H:16]([N:12]2[CH2:11][CH2:10][C@:9]([CH2:8][CH2:7][CH2:6][NH:42][S:39]([CH3:38])(=[O:41])=[O:40])([C:25]3[CH:26]=[CH:27][C:28]([F:31])=[CH:29][CH:30]=3)[O:14][C:13]2=[O:15])[CH3:17])[CH:23]=[CH:22][CH:21]=1. The catalyst class is: 10.